Dataset: Forward reaction prediction with 1.9M reactions from USPTO patents (1976-2016). Task: Predict the product of the given reaction. (1) Given the reactants [C:1]([OH:7])(=O)[CH2:2][CH2:3][CH:4]=[CH2:5].[NH2:8][C@@H:9]1[C:17]2[C:12](=[CH:13][CH:14]=[CH:15][CH:16]=2)[CH2:11][C@@H:10]1[OH:18], predict the reaction product. The product is: [OH:18][C@H:10]1[CH2:11][C:12]2[C:17](=[CH:16][CH:15]=[CH:14][CH:13]=2)[C@H:9]1[NH:8][C:1](=[O:7])[CH2:2][CH2:3][CH:4]=[CH2:5]. (2) Given the reactants [CH3:1][C:2]1[CH:7]=[CH:6][N:5]=[C:4]([C:8]#[C:9][CH2:10][NH:11][C:12](=[O:18])[O:13][C:14]([CH3:17])([CH3:16])[CH3:15])[CH:3]=1.[H][H], predict the reaction product. The product is: [CH3:1][C:2]1[CH:7]=[CH:6][N:5]=[C:4]([CH2:8][CH2:9][CH2:10][NH:11][C:12](=[O:18])[O:13][C:14]([CH3:16])([CH3:15])[CH3:17])[CH:3]=1.